From a dataset of Full USPTO retrosynthesis dataset with 1.9M reactions from patents (1976-2016). Predict the reactants needed to synthesize the given product. Given the product [Br:15][CH2:1][CH2:2][CH2:3][CH2:4][CH2:5][CH2:6][CH2:7][CH2:8][CH2:9][CH2:10][CH2:11][CH2:12][OH:13], predict the reactants needed to synthesize it. The reactants are: [CH2:1](O)[CH2:2][CH2:3][CH2:4][CH2:5][CH2:6][CH2:7][CH2:8][CH2:9][CH2:10][CH2:11][CH2:12][OH:13].[BrH:15].O.